Predict the reaction yield, written as a fraction of the theoretical maximum amount of product (1.0 means a 100% yield; for example, 0.34 means a 34% yield). From a dataset of Reaction yield outcomes from USPTO patents with 853,638 reactions. The reactants are [Br:1][C:2]1[CH:7]=[CH:6][CH:5]=[C:4]([CH2:8][CH2:9][CH:10]=[CH2:11])[CH:3]=1.[OH-:12].[Na+].OO. No catalyst specified. The product is [Br:1][C:2]1[CH:3]=[C:4]([CH2:8][CH2:9][CH2:10][CH2:11][OH:12])[CH:5]=[CH:6][CH:7]=1. The yield is 0.900.